From a dataset of Reaction yield outcomes from USPTO patents with 853,638 reactions. Predict the reaction yield, written as a fraction of the theoretical maximum amount of product (1.0 means a 100% yield; for example, 0.34 means a 34% yield). (1) The reactants are [H-].[Na+].[CH2:3]([OH:10])[C:4]1[CH:9]=[CH:8][CH:7]=[CH:6][CH:5]=1.Cl[C:12]1[CH:19]=[N:18][CH:17]=[C:16](Cl)[C:13]=1[C:14]#[N:15]. The catalyst is CN(C=O)C. The product is [CH2:3]([O:10][C:12]1[CH:19]=[N:18][CH:17]=[C:16]([O:10][CH2:3][C:4]2[CH:9]=[CH:8][CH:7]=[CH:6][CH:5]=2)[C:13]=1[C:14]#[N:15])[C:4]1[CH:9]=[CH:8][CH:7]=[CH:6][CH:5]=1. The yield is 0.560. (2) The reactants are [C:1]([O:5][C:6]([N:8]1[CH2:13][CH2:12][C:11]([S:20][C:21]2[CH:26]=[C:25]([C:27]([CH3:30])([CH3:29])[CH3:28])[C:24]([OH:31])=[C:23]([C:32]([CH3:35])([CH3:34])[CH3:33])[CH:22]=2)([CH2:14][C:15](OCC)=[O:16])[CH2:10][CH2:9]1)=[O:7])([CH3:4])([CH3:3])[CH3:2].[H-].[H-].[H-].[H-].[Li+].[Al+3].C(N(CC)CC)C.[CH3:49][C:50](OC(C)=O)=[O:51]. The catalyst is C1COCC1.CN(C1C=CN=CC=1)C.C(OCC)(=O)C. The product is [C:1]([O:5][C:6]([N:8]1[CH2:9][CH2:10][C:11]([CH2:14][CH2:15][O:16][C:50](=[O:51])[CH3:49])([S:20][C:21]2[CH:22]=[C:23]([C:32]([CH3:35])([CH3:33])[CH3:34])[C:24]([OH:31])=[C:25]([C:27]([CH3:28])([CH3:29])[CH3:30])[CH:26]=2)[CH2:12][CH2:13]1)=[O:7])([CH3:4])([CH3:3])[CH3:2]. The yield is 0.820.